Dataset: HIV replication inhibition screening data with 41,000+ compounds from the AIDS Antiviral Screen. Task: Binary Classification. Given a drug SMILES string, predict its activity (active/inactive) in a high-throughput screening assay against a specified biological target. The drug is CSc1ccc(C2OC(=O)c3ccccc32)c2ccccc12. The result is 0 (inactive).